Dataset: Catalyst prediction with 721,799 reactions and 888 catalyst types from USPTO. Task: Predict which catalyst facilitates the given reaction. (1) Reactant: [CH:1]1[C:14]2[C:5](=[CH:6][C:7]3[C:12]([C:13]=2[C:15]2[CH:20]=[C:19]([C:21]4[CH:26]=[CH:25][CH:24]=[CH:23][N:22]=4)[N:18]=[C:17]([C:27]4[CH:32]=[CH:31][CH:30]=[CH:29][CH:28]=4)[N:16]=2)=[CH:11][CH:10]=[CH:9][CH:8]=3)[CH:4]=[CH:3][CH:2]=1.[Br:33]N1C(=O)CCC1=O. Product: [Br:33][C:6]1[C:5]2[C:14](=[CH:1][CH:2]=[CH:3][CH:4]=2)[C:13]([C:15]2[CH:20]=[C:19]([C:21]3[CH:26]=[CH:25][CH:24]=[CH:23][N:22]=3)[N:18]=[C:17]([C:27]3[CH:32]=[CH:31][CH:30]=[CH:29][CH:28]=3)[N:16]=2)=[C:12]2[C:7]=1[CH:8]=[CH:9][CH:10]=[CH:11]2. The catalyst class is: 9. (2) Reactant: [CH3:1][O:2][C:3]1[CH:8]=[CH:7][C:6]([S:9]([N:12]2[C:20]3[C:15](=[CH:16][C:17]([C:21]#[N:22])=[CH:18][CH:19]=3)[CH:14]=[CH:13]2)(=[O:11])=[O:10])=[CH:5][C:4]=1[N:23]1[CH2:28][CH2:27][NH:26][CH2:25][CH2:24]1.[C:29]([BH3-])#N.[Na+].C=O. Product: [CH3:1][O:2][C:3]1[CH:8]=[CH:7][C:6]([S:9]([N:12]2[C:20]3[C:15](=[CH:16][C:17]([C:21]#[N:22])=[CH:18][CH:19]=3)[CH:14]=[CH:13]2)(=[O:10])=[O:11])=[CH:5][C:4]=1[N:23]1[CH2:28][CH2:27][N:26]([CH3:29])[CH2:25][CH2:24]1. The catalyst class is: 5.